From a dataset of Forward reaction prediction with 1.9M reactions from USPTO patents (1976-2016). Predict the product of the given reaction. (1) Given the reactants [C:1]([O:5][C:6]([N:8]1[CH2:13][CH2:12][C:11]2[N:14]([CH3:33])[C:15]([C:17]3[C:22]([C:23]#[C:24][C:25]4[CH:30]=[CH:29][CH:28]=[C:27]([NH2:31])[CH:26]=4)=[CH:21][N:20]=[C:19]([NH2:32])[N:18]=3)=[CH:16][C:10]=2[C:9]1=[O:34])=[O:7])([CH3:4])([CH3:3])[CH3:2].O1CCOCC1.CC(N(C)C)=O.[C:47]1([N:53]=[C:54]=[O:55])[CH:52]=[CH:51][CH:50]=[CH:49][CH:48]=1, predict the reaction product. The product is: [C:1]([O:5][C:6]([N:8]1[CH2:13][CH2:12][C:11]2[N:14]([CH3:33])[C:15]([C:17]3[C:22]([C:23]#[C:24][C:25]4[CH:30]=[CH:29][CH:28]=[C:27]([NH:31][C:54]([NH:53][C:47]5[CH:52]=[CH:51][CH:50]=[CH:49][CH:48]=5)=[O:55])[CH:26]=4)=[CH:21][N:20]=[C:19]([NH2:32])[N:18]=3)=[CH:16][C:10]=2[C:9]1=[O:34])=[O:7])([CH3:4])([CH3:3])[CH3:2]. (2) Given the reactants [CH3:1][CH:2]([O:4][C:5]1[CH:13]=[CH:12][C:8]([C:9](O)=O)=[CH:7][C:6]=1[C:14]([F:17])([F:16])[F:15])[CH3:3].[NH:18]([C:20](=[S:22])[NH2:21])[NH2:19], predict the reaction product. The product is: [CH3:1][CH:2]([O:4][C:5]1[CH:13]=[CH:12][C:8]([C:9]2[S:22][C:20]([NH2:21])=[N:18][N:19]=2)=[CH:7][C:6]=1[C:14]([F:17])([F:16])[F:15])[CH3:3]. (3) The product is: [Si:1]([O:18][C@H:19]1[C@H:24]([C:25]([O:27][CH2:28][CH3:29])=[O:26])[CH2:23][CH2:22][N:21]([C:30]2[C:38]3[C:33](=[CH:34][CH:35]=[CH:36][C:37]=3[F:39])[NH:32][N:31]=2)[CH2:20]1)([C:14]([CH3:15])([CH3:17])[CH3:16])([C:8]1[CH:9]=[CH:10][CH:11]=[CH:12][CH:13]=1)[C:2]1[CH:3]=[CH:4][CH:5]=[CH:6][CH:7]=1. Given the reactants [Si:1]([O:18][C@H:19]1[C@H:24]([C:25]([O:27][CH2:28][CH3:29])=[O:26])[CH2:23][CH2:22][N:21]([C:30]2[C:38]3[C:33](=[CH:34][CH:35]=[CH:36][C:37]=3[F:39])[N:32](C3CCCCO3)[N:31]=2)[CH2:20]1)([C:14]([CH3:17])([CH3:16])[CH3:15])([C:8]1[CH:13]=[CH:12][CH:11]=[CH:10][CH:9]=1)[C:2]1[CH:7]=[CH:6][CH:5]=[CH:4][CH:3]=1.Cl, predict the reaction product. (4) Given the reactants [C:1]([O:5][C:6]([N:8]1[CH2:13][CH2:12][CH:11]([C:14](=[O:25])[C:15]2[CH:20]=[CH:19][C:18]([OH:21])=[C:17]([N+:22]([O-:24])=[O:23])[CH:16]=2)[CH2:10][CH2:9]1)=[O:7])([CH3:4])([CH3:3])[CH3:2].C(=O)([O-])[O-].[K+].[K+].Br[CH2:33][C:34]([O:36][CH3:37])=[O:35], predict the reaction product. The product is: [C:1]([O:5][C:6]([N:8]1[CH2:9][CH2:10][CH:11]([C:14]([C:15]2[CH:20]=[CH:19][C:18]([O:21][CH2:33][C:34]([O:36][CH3:37])=[O:35])=[C:17]([N+:22]([O-:24])=[O:23])[CH:16]=2)=[O:25])[CH2:12][CH2:13]1)=[O:7])([CH3:4])([CH3:2])[CH3:3]. (5) Given the reactants [CH3:1][C:2]1[CH:7]=[CH:6][C:5]([CH2:8][CH2:9][O:10][C@H:11]2[CH2:15][CH2:14][C@H:13]([NH:16]C(=O)OCC3C=CC=CC=3)[CH2:12]2)=[CH:4][CH:3]=1.[H][H], predict the reaction product. The product is: [CH3:1][C:2]1[CH:3]=[CH:4][C:5]([CH2:8][CH2:9][O:10][C@H:11]2[CH2:15][CH2:14][C@H:13]([NH2:16])[CH2:12]2)=[CH:6][CH:7]=1.